The task is: Predict the product of the given reaction.. This data is from Forward reaction prediction with 1.9M reactions from USPTO patents (1976-2016). (1) Given the reactants [CH3:1][S:2][C:3]1[N:8]=[C:7]([CH2:9][OH:10])[CH:6]=[CH:5][N:4]=1.[Cl:11][C:12]1[CH:17]=[CH:16][C:15](O)=[CH:14][CH:13]=1.C1(P(C2C=CC=CC=2)C2C=CC=CC=2)C=CC=CC=1.N(C(N1CCCCC1)=O)=NC(N1CCCCC1)=O, predict the reaction product. The product is: [Cl:11][C:12]1[CH:17]=[CH:16][C:15]([O:10][CH2:9][C:7]2[CH:6]=[CH:5][N:4]=[C:3]([S:2][CH3:1])[N:8]=2)=[CH:14][CH:13]=1. (2) Given the reactants Br[CH:2]([C:8]1[NH:17][C:16](=[O:18])[C:15]2[C:10](=[CH:11][C:12]([Cl:19])=[CH:13][CH:14]=2)[N:9]=1)[C:3]([N:5]([CH3:7])[CH3:6])=[O:4].[C:20]([NH:27][CH2:28][CH2:29][CH2:30][NH2:31])([O:22][C:23]([CH3:26])([CH3:25])[CH3:24])=[O:21].O.C(OCC)(=O)C, predict the reaction product. The product is: [Cl:19][C:12]1[CH:11]=[C:10]2[C:15]([C:16](=[O:18])[NH:17][C:8]([CH:2]([NH:31][CH2:30][CH2:29][CH2:28][NH:27][C:20](=[O:21])[O:22][C:23]([CH3:25])([CH3:24])[CH3:26])[C:3]([N:5]([CH3:7])[CH3:6])=[O:4])=[N:9]2)=[CH:14][CH:13]=1.